This data is from Full USPTO retrosynthesis dataset with 1.9M reactions from patents (1976-2016). The task is: Predict the reactants needed to synthesize the given product. (1) Given the product [F:3][C:4]1[CH:16]=[C:15]([F:17])[CH:14]=[CH:13][C:5]=1[CH:6]([OH:7])[CH:8]1[CH2:10][CH:9]1[C:11]#[N:12], predict the reactants needed to synthesize it. The reactants are: [BH4-].[Na+].[F:3][C:4]1[CH:16]=[C:15]([F:17])[CH:14]=[CH:13][C:5]=1[C:6]([CH:8]1[CH2:10][CH:9]1[C:11]#[N:12])=[O:7].[Cl-].[NH4+]. (2) Given the product [OH:1][C:2]1[C:11]([I:24])=[C:10]2[C:5]([C:6](=[O:23])[N:7]([C:15]3[CH:16]=[CH:17][C:18]([C:19]#[N:20])=[CH:21][CH:22]=3)[C:8]([CH:12]([CH3:14])[CH3:13])=[N:9]2)=[CH:4][CH:3]=1, predict the reactants needed to synthesize it. The reactants are: [OH:1][C:2]1[CH:11]=[C:10]2[C:5]([C:6](=[O:23])[N:7]([C:15]3[CH:22]=[CH:21][C:18]([C:19]#[N:20])=[CH:17][CH:16]=3)[C:8]([CH:12]([CH3:14])[CH3:13])=[N:9]2)=[CH:4][CH:3]=1.[I:24]N1C(=O)CCC1=O.O. (3) Given the product [CH3:11][O:12][C:13]1[CH:14]=[C:15]([C:16]([C:10]2[N:9]3[C:4]([CH:5]=[CH:6][CH:7]=[CH:8]3)=[CH:3][C:2]=2[CH3:1])=[O:17])[CH:19]=[CH:20][C:21]=1[N+:22]([O-:24])=[O:23], predict the reactants needed to synthesize it. The reactants are: [CH3:1][C:2]1[CH:3]=[C:4]2[N:9]([CH:10]=1)[CH:8]=[CH:7][CH:6]=[CH:5]2.[CH3:11][O:12][C:13]1[CH:14]=[C:15]([CH:19]=[CH:20][C:21]=1[N+:22]([O-:24])=[O:23])[C:16](Cl)=[O:17]. (4) Given the product [NH2:1][C:2]1[C:3]2[C:10]([C:11]3[CH:16]=[CH:15][C:14]([NH:17][C:18]([C:20]4[C:21](=[O:36])[N:22]([C@H:27]([C:30]5[CH:35]=[CH:34][CH:33]=[CH:32][CH:31]=5)[CH2:28][OH:29])[CH:23]=[C:24]([CH:38]5[CH2:40][CH2:39]5)[CH:25]=4)=[O:19])=[CH:13][CH:12]=3)=[CH:9][N:8]([CH3:37])[C:4]=2[N:5]=[CH:6][N:7]=1, predict the reactants needed to synthesize it. The reactants are: [NH2:1][C:2]1[C:3]2[C:10]([C:11]3[CH:16]=[CH:15][C:14]([NH:17][C:18]([C:20]4[C:21](=[O:36])[N:22]([C@H:27]([C:30]5[CH:35]=[CH:34][CH:33]=[CH:32][CH:31]=5)[CH2:28][OH:29])[CH:23]=[C:24](Br)[CH:25]=4)=[O:19])=[CH:13][CH:12]=3)=[CH:9][N:8]([CH3:37])[C:4]=2[N:5]=[CH:6][N:7]=1.[CH:38]1(B(O)O)[CH2:40][CH2:39]1. (5) Given the product [CH2:22]([O:21][C:18]1[CH:19]=[CH:20][C:15]([CH2:14][C@H:10]2[O:11][CH2:12][CH2:13][NH:8][CH2:9]2)=[CH:16][C:17]=1[C:24]([F:25])([F:26])[F:27])[CH3:23], predict the reactants needed to synthesize it. The reactants are: C([N:8]1[CH2:13][CH2:12][O:11][C@H:10]([CH2:14][C:15]2[CH:20]=[CH:19][C:18]([O:21][CH2:22][CH3:23])=[C:17]([C:24]([F:27])([F:26])[F:25])[CH:16]=2)[CH2:9]1)(OC(C)(C)C)=O. (6) Given the product [CH3:1][C:2]1[CH:7]=[C:6]([CH3:8])[N:5]=[C:4]([N:9]2[CH2:16][CH:15]3[CH2:14][N:13]([C:26]([C:25]4[C:24]([N:31]5[N:35]=[CH:34][CH:33]=[N:32]5)=[N:23][C:22]([CH3:21])=[CH:30][CH:29]=4)=[O:27])[CH2:12][CH:11]3[CH2:10]2)[N:3]=1, predict the reactants needed to synthesize it. The reactants are: [CH3:1][C:2]1[CH:7]=[C:6]([CH3:8])[N:5]=[C:4]([N:9]2[CH2:16][CH:15]3[CH:11]([CH2:12][NH:13][CH2:14]3)[CH2:10]2)[N:3]=1.CC(O)=O.[CH3:21][C:22]1[CH:30]=[CH:29][C:25]([C:26](O)=[O:27])=[C:24]([N:31]2[N:35]=[CH:34][CH:33]=[N:32]2)[N:23]=1.CN(C(ON1N=NC2C=CC=NC1=2)=[N+](C)C)C.F[P-](F)(F)(F)(F)F.CCN(C(C)C)C(C)C. (7) Given the product [CH2:18]([O:25][C:26]1[CH:31]=[C:30]([C:2]2[N:7]=[C:6]([N:8]3[CH2:13][CH2:12][O:11][CH2:10][CH2:9]3)[C:5]([N+:14]([O-:16])=[O:15])=[C:4]([CH3:17])[N:3]=2)[CH:29]=[CH:28][CH:27]=1)[C:19]1[CH:24]=[CH:23][CH:22]=[CH:21][CH:20]=1, predict the reactants needed to synthesize it. The reactants are: Cl[C:2]1[N:7]=[C:6]([N:8]2[CH2:13][CH2:12][O:11][CH2:10][CH2:9]2)[C:5]([N+:14]([O-:16])=[O:15])=[C:4]([CH3:17])[N:3]=1.[CH2:18]([O:25][C:26]1[CH:27]=[C:28](B(O)O)[CH:29]=[CH:30][CH:31]=1)[C:19]1[CH:24]=[CH:23][CH:22]=[CH:21][CH:20]=1.C([O-])([O-])=O.[Na+].[Na+].